From a dataset of Catalyst prediction with 721,799 reactions and 888 catalyst types from USPTO. Predict which catalyst facilitates the given reaction. Reactant: [N+](=[CH:3][C:4]([C:6]1[CH:10]=[C:9]([CH3:11])[N:8]([C:12]([CH3:15])([CH3:14])[CH3:13])[N:7]=1)=[O:5])=[N-].[BrH:16]. Product: [Br:16][CH2:3][C:4]([C:6]1[CH:10]=[C:9]([CH3:11])[N:8]([C:12]([CH3:15])([CH3:14])[CH3:13])[N:7]=1)=[O:5]. The catalyst class is: 15.